From a dataset of Reaction yield outcomes from USPTO patents with 853,638 reactions. Predict the reaction yield, written as a fraction of the theoretical maximum amount of product (1.0 means a 100% yield; for example, 0.34 means a 34% yield). (1) The reactants are [NH2:1][C:2]1[CH:7]=[CH:6][C:5]([C:8]2[CH:16]=[CH:15][CH:14]=[C:13]3[C:9]=2[CH2:10][NH:11][C:12]3=[O:17])=[CH:4][CH:3]=1.C([N:20]([CH2:23]C)[CH2:21][CH3:22])C.ClC(Cl)(O[C:29](=[O:35])OC(Cl)(Cl)Cl)Cl. The catalyst is O1CCOCC1. The product is [CH3:23][N:20]([C:21]1[CH:22]=[CH:3][CH:4]=[C:5]([CH3:8])[CH:6]=1)[C:29]([NH:1][C:2]1[CH:3]=[CH:4][C:5]([C:8]2[CH:16]=[CH:15][CH:14]=[C:13]3[C:9]=2[CH2:10][NH:11][C:12]3=[O:17])=[CH:6][CH:7]=1)=[O:35]. The yield is 0.200. (2) The reactants are [Br:1][C:2]1[C:10]2[N:9]=[C:8]([CH:11]([F:13])[F:12])[N:7]([CH2:14][C:15]3[CH:20]=[CH:19][CH:18]=[C:17]([Cl:21])[C:16]=3[CH3:22])[C:6]=2[CH:5]=[C:4]([N+:23]([O-])=O)[CH:3]=1.O.O.[Sn](Cl)Cl.Cl.[Sn].[OH-].[Na+]. The catalyst is CO. The product is [Br:1][C:2]1[C:10]2[N:9]=[C:8]([CH:11]([F:13])[F:12])[N:7]([CH2:14][C:15]3[CH:20]=[CH:19][CH:18]=[C:17]([Cl:21])[C:16]=3[CH3:22])[C:6]=2[CH:5]=[C:4]([NH2:23])[CH:3]=1. The yield is 0.605.